Dataset: Full USPTO retrosynthesis dataset with 1.9M reactions from patents (1976-2016). Task: Predict the reactants needed to synthesize the given product. (1) Given the product [C:12]([C:14]1[CH:21]=[CH:20][C:17]([CH2:18][NH:1][C:2]([CH3:11])([CH3:10])[C:3]([O:5][C:6]([CH3:9])([CH3:8])[CH3:7])=[O:4])=[C:16]([F:22])[CH:15]=1)#[N:13], predict the reactants needed to synthesize it. The reactants are: [NH2:1][C:2]([CH3:11])([CH3:10])[C:3]([O:5][C:6]([CH3:9])([CH3:8])[CH3:7])=[O:4].[C:12]([C:14]1[CH:21]=[CH:20][C:17]([CH2:18]Br)=[C:16]([F:22])[CH:15]=1)#[N:13]. (2) Given the product [C:23]1([C:40]2[CH:45]=[CH:44][CH:43]=[CH:42][CH:41]=2)[CH:24]=[CH:25][CH:26]=[C:21]([CH2:20][N:17]2[CH2:18][CH2:19][CH:15]([NH:14][C:13]([NH:12][C:10]3[C:9]4[C:4](=[CH:5][CH:6]=[CH:7][CH:8]=4)[N:3]=[C:2]([CH3:1])[CH:11]=3)=[O:30])[CH2:16]2)[CH:22]=1, predict the reactants needed to synthesize it. The reactants are: [CH3:1][C:2]1[CH:11]=[C:10]([NH:12][C:13](=[O:30])[NH:14][CH:15]2[CH2:19][CH2:18][N:17]([CH2:20][C:21]3[CH:22]=[C:23](B(O)O)[CH:24]=[CH:25][CH:26]=3)[CH2:16]2)[C:9]2[C:4](=[CH:5][CH:6]=[CH:7][CH:8]=2)[N:3]=1.[O-]P([O-])([O-])=O.[K+].[K+].[K+].Br[C:40]1[CH:45]=[CH:44][CH:43]=[CH:42][CH:41]=1. (3) Given the product [CH2:22]([NH:21][C:10]([C:8]1[S:9][C:5]([C:3]([O:2][CH3:1])=[O:4])=[CH:6][CH:7]=1)=[O:12])[CH3:23], predict the reactants needed to synthesize it. The reactants are: [CH3:1][O:2][C:3]([C:5]1[S:9][C:8]([C:10]([OH:12])=O)=[CH:7][CH:6]=1)=[O:4].CN(C(O[N:21]1N=N[C:23]2C=CC=N[C:22]1=2)=[N+](C)C)C.F[P-](F)(F)(F)(F)F.CCN(C(C)C)C(C)C.Cl.C(N)C.C([O-])(O)=O.[Na+]. (4) Given the product [ClH:38].[NH2:25][CH2:26][CH2:27][CH:28]([C:32]1[CH:37]=[CH:36][C:35]([Cl:38])=[C:34]([Cl:39])[CH:33]=1)[C:29]([N:4]1[CH2:5][CH2:6][N:1]([C:7]2[CH:8]=[CH:9][C:10](=[O:17])[N:11]3[C:16]=2[CH:15]=[CH:14][CH:13]=[CH:12]3)[CH2:2][CH2:3]1)=[O:30], predict the reactants needed to synthesize it. The reactants are: [N:1]1([CH:7]2[CH:16]3[N:11]([CH:12]=[CH:13][CH:14]=[CH:15]3)[C:10](=[O:17])[CH:9]=[CH:8]2)[CH2:6][CH2:5][NH:4][CH2:3][CH2:2]1.C(OC([NH:25][CH2:26][CH2:27][CH:28]([C:32]1[CH:37]=[CH:36][C:35]([Cl:38])=[C:34]([Cl:39])[CH:33]=1)[C:29](O)=[O:30])=O)(C)(C)C. (5) Given the product [CH2:37]([O:1][C:2]1[CH:7]=[CH:6][C:5]([C:8]23[CH2:17][CH:12]4[CH2:13][CH:14]([CH2:16][C:10]([C:18]5[CH:23]=[CH:22][C:21]([O:24][CH2:47][CH:48]6[O:49][CH2:50]6)=[C:20]([CH:25]6[CH2:30][CH2:29][CH2:28][CH2:27][CH2:26]6)[CH:19]=5)([CH2:11]4)[CH2:9]2)[CH2:15]3)=[CH:4][C:3]=1[CH:31]1[CH2:32][CH2:33][CH2:34][CH2:35][CH2:36]1)[CH:39]1[O:41][CH2:40]1, predict the reactants needed to synthesize it. The reactants are: [OH:1][C:2]1[CH:7]=[CH:6][C:5]([C:8]23[CH2:17][CH:12]4[CH2:13][CH:14]([CH2:16][C:10]([C:18]5[CH:23]=[CH:22][C:21]([OH:24])=[C:20]([CH:25]6[CH2:30][CH2:29][CH2:28][CH2:27][CH2:26]6)[CH:19]=5)([CH2:11]4)[CH2:9]2)[CH2:15]3)=[CH:4][C:3]=1[CH:31]1[CH2:36][CH2:35][CH2:34][CH2:33][CH2:32]1.[CH2:37]([CH:39]1[O:41][CH2:40]1)Cl.[OH-].[Na+].CC([CH2:47][C:48]([CH3:50])=[O:49])C. (6) The reactants are: [C:1]([C:4]1[CH:48]=[CH:47][C:7]([C:8]([N:10]2[CH2:16][C@H:15]([NH:17][C:18](=[O:29])[C@@H:19]([NH:21]C(=O)OC(C)(C)C)[CH3:20])[C:14](=[O:30])[N:13]([CH2:31][C:32]3[C:41]4[C:36](=[CH:37][CH:38]=[CH:39][CH:40]=4)[CH:35]=[CH:34][C:33]=3[CH3:42])[C:12]3[CH:43]=[CH:44][CH:45]=[CH:46][C:11]2=3)=[O:9])=[CH:6][CH:5]=1)(=[O:3])[CH3:2].[ClH:49]. Given the product [ClH:49].[C:1]([C:4]1[CH:5]=[CH:6][C:7]([C:8]([N:10]2[CH2:16][C@H:15]([NH:17][C:18](=[O:29])[C@@H:19]([NH2:21])[CH3:20])[C:14](=[O:30])[N:13]([CH2:31][C:32]3[C:41]4[C:36](=[CH:37][CH:38]=[CH:39][CH:40]=4)[CH:35]=[CH:34][C:33]=3[CH3:42])[C:12]3[CH:43]=[CH:44][CH:45]=[CH:46][C:11]2=3)=[O:9])=[CH:47][CH:48]=1)(=[O:3])[CH3:2], predict the reactants needed to synthesize it. (7) Given the product [N:34]1[C:26]([C:25]2[C:20]([NH:19][C:14]3[C:13]([F:41])=[C:12]([NH:11][S:8]([C:6]4[S:7][C:3]([Cl:2])=[CH:4][CH:5]=4)(=[O:10])=[O:9])[CH:17]=[CH:16][C:15]=3[F:18])=[N:21][CH:22]=[CH:23][CH:24]=2)=[C:27]2[C:31]([NH:30][CH:29]=[N:28]2)=[N:32][CH:33]=1, predict the reactants needed to synthesize it. The reactants are: Cl.[Cl:2][C:3]1[S:7][C:6]([S:8]([NH:11][C:12]2[CH:17]=[CH:16][C:15]([F:18])=[C:14]([NH:19][C:20]3[C:25]([C:26]4[N:34]=[CH:33][N:32]=[C:31]5[C:27]=4[N:28]=[CH:29][N:30]5C4CCCCO4)=[CH:24][CH:23]=[CH:22][N:21]=3)[C:13]=2[F:41])(=[O:10])=[O:9])=[CH:5][CH:4]=1. (8) Given the product [CH2:1]([NH:16][C:17]1[C:21]2[CH:22]=[C:23]([CH2:35][OH:36])[C:24]([N:27]3[CH2:32][C@H:31]([CH3:33])[O:30][C@H:29]([CH3:34])[CH2:28]3)=[C:25]([F:26])[C:20]=2[O:19][N:18]=1)[C:2]1[CH:7]=[CH:6][CH:5]=[CH:4][CH:3]=1, predict the reactants needed to synthesize it. The reactants are: [CH:1](=O)[C:2]1[CH:7]=[CH:6][CH:5]=[CH:4][CH:3]=1.C([SiH](CC)CC)C.[NH2:16][C:17]1[C:21]2[CH:22]=[C:23]([CH2:35][OH:36])[C:24]([N:27]3[CH2:32][C@H:31]([CH3:33])[O:30][C@H:29]([CH3:34])[CH2:28]3)=[C:25]([F:26])[C:20]=2[O:19][N:18]=1. (9) Given the product [F:1][C:2]([F:35])([F:34])[C:3]1[CH:4]=[C:5]([C:13]([N:15]2[CH2:20][CH2:19][C@H:18]([C:21]3[CH:26]=[CH:25][CH:24]=[C:23]([N:40]4[CH2:41][CH2:42][N:37]([CH3:36])[CH2:38][CH2:39]4)[CH:22]=3)[C@H:17]([C:28]3[CH:33]=[CH:32][CH:31]=[CH:30][CH:29]=3)[CH2:16]2)=[O:14])[CH:6]=[C:7]([C:9]([F:12])([F:11])[F:10])[CH:8]=1, predict the reactants needed to synthesize it. The reactants are: [F:1][C:2]([F:35])([F:34])[C:3]1[CH:4]=[C:5]([C:13]([N:15]2[CH2:20][CH2:19][C@H:18]([C:21]3[CH:26]=[CH:25][CH:24]=[C:23](Br)[CH:22]=3)[C@H:17]([C:28]3[CH:33]=[CH:32][CH:31]=[CH:30][CH:29]=3)[CH2:16]2)=[O:14])[CH:6]=[C:7]([C:9]([F:12])([F:11])[F:10])[CH:8]=1.[CH3:36][N:37]1[CH2:42][CH2:41][NH:40][CH2:39][CH2:38]1.CC(C)([O-])C.[Na+]. (10) Given the product [CH3:19][N:20]1[CH:24]=[C:23]([C:25]2[CH:26]=[CH:27][C:28]([C:2]3[C:11]4[C:6](=[CH:7][CH:8]=[C:9]([NH:12][S:13]([CH:16]([CH3:18])[CH3:17])(=[O:15])=[O:14])[CH:10]=4)[CH:5]=[N:4][CH:3]=3)=[CH:29][CH:30]=2)[CH:22]=[N:21]1, predict the reactants needed to synthesize it. The reactants are: Cl[C:2]1[C:11]2[C:6](=[CH:7][CH:8]=[C:9]([NH:12][S:13]([CH:16]([CH3:18])[CH3:17])(=[O:15])=[O:14])[CH:10]=2)[CH:5]=[N:4][CH:3]=1.[CH3:19][N:20]1[CH:24]=[C:23]([C:25]2[CH:30]=[CH:29][C:28](B3OC(C)(C)C(C)(C)O3)=[CH:27][CH:26]=2)[CH:22]=[N:21]1.C(=O)([O-])[O-].[Na+].[Na+].O.